From a dataset of Catalyst prediction with 721,799 reactions and 888 catalyst types from USPTO. Predict which catalyst facilitates the given reaction. (1) Reactant: [F:1][C:2]1[C:7]([O:8][CH3:9])=[CH:6][C:5]([O:10][CH3:11])=[C:4]([F:12])[C:3]=1[N:13]1[CH2:18][C:17]2[CH:19]=[N:20][C:21]3[NH:25][C:24]([CH:26]=O)=[CH:23][C:22]=3[C:16]=2[N:15]([CH3:28])[C:14]1=[O:29].[N:30]1([CH2:36][CH2:37][OH:38])[CH2:35][CH2:34][NH:33][CH2:32][CH2:31]1.C(O)(=O)C.C(O[BH-](OC(=O)C)OC(=O)C)(=O)C.[Na+]. Product: [F:12][C:4]1[C:5]([O:10][CH3:11])=[CH:6][C:7]([O:8][CH3:9])=[C:2]([F:1])[C:3]=1[N:13]1[CH2:18][C:17]2[CH:19]=[N:20][C:21]3[NH:25][C:24]([CH2:26][N:33]4[CH2:34][CH2:35][N:30]([CH2:36][CH2:37][OH:38])[CH2:31][CH2:32]4)=[CH:23][C:22]=3[C:16]=2[N:15]([CH3:28])[C:14]1=[O:29]. The catalyst class is: 2. (2) Reactant: [CH:1]([C:3]1[CH:4]=[C:5]2[C:10](=[CH:11][CH:12]=1)[N:9]=[CH:8][C:7]([C:13]#[N:14])=[C:6]2[CH2:15][CH2:16][CH3:17])=O.COC1C=CC(/C=[C:33]2/[C:34]([NH:36][C:37]([S:39]/2)=[NH:38])=[O:35])=CC=1OC1CCCC1.C([O-])(=O)C.[Na+]. Product: [NH2:38][C:37]1[S:39]/[C:33](=[CH:1]\[C:3]2[CH:4]=[C:5]3[C:10](=[CH:11][CH:12]=2)[N:9]=[CH:8][C:7]([C:13]#[N:14])=[C:6]3[CH2:15][CH2:16][CH3:17])/[C:34](=[O:35])[N:36]=1. The catalyst class is: 15.